Dataset: Peptide-MHC class I binding affinity with 185,985 pairs from IEDB/IMGT. Task: Regression. Given a peptide amino acid sequence and an MHC pseudo amino acid sequence, predict their binding affinity value. This is MHC class I binding data. (1) The peptide sequence is FGAQMGWPV. The MHC is HLA-B57:01 with pseudo-sequence HLA-B57:01. The binding affinity (normalized) is 0.0847. (2) The peptide sequence is AFEDLRLLSFI. The MHC is HLA-A29:02 with pseudo-sequence HLA-A29:02. The binding affinity (normalized) is 0.122. (3) The peptide sequence is SCMVNHSTY. The MHC is HLA-A01:01 with pseudo-sequence HLA-A01:01. The binding affinity (normalized) is 0.136. (4) The peptide sequence is GVDGGWQAL. The MHC is HLA-A30:01 with pseudo-sequence HLA-A30:01. The binding affinity (normalized) is 0.213. (5) The peptide sequence is LLLVVQALR. The MHC is HLA-A02:06 with pseudo-sequence HLA-A02:06. The binding affinity (normalized) is 0.163. (6) The peptide sequence is LPTSIVVPI. The MHC is HLA-B53:01 with pseudo-sequence HLA-B53:01. The binding affinity (normalized) is 0.814. (7) The peptide sequence is CTSQILLMR. The MHC is HLA-A68:01 with pseudo-sequence HLA-A68:01. The binding affinity (normalized) is 0.740. (8) The peptide sequence is DELAAKLVA. The MHC is Patr-B2401 with pseudo-sequence Patr-B2401. The binding affinity (normalized) is 0.235.